Dataset: NCI-60 drug combinations with 297,098 pairs across 59 cell lines. Task: Regression. Given two drug SMILES strings and cell line genomic features, predict the synergy score measuring deviation from expected non-interaction effect. (1) Drug 1: CCC(=C(C1=CC=CC=C1)C2=CC=C(C=C2)OCCN(C)C)C3=CC=CC=C3.C(C(=O)O)C(CC(=O)O)(C(=O)O)O. Drug 2: CC1C(C(CC(O1)OC2CC(CC3=C2C(=C4C(=C3O)C(=O)C5=C(C4=O)C(=CC=C5)OC)O)(C(=O)CO)O)N)O.Cl. Cell line: HCT116. Synergy scores: CSS=38.1, Synergy_ZIP=2.98, Synergy_Bliss=3.15, Synergy_Loewe=-5.26, Synergy_HSA=3.10. (2) Drug 1: CCC1(CC2CC(C3=C(CCN(C2)C1)C4=CC=CC=C4N3)(C5=C(C=C6C(=C5)C78CCN9C7C(C=CC9)(C(C(C8N6C=O)(C(=O)OC)O)OC(=O)C)CC)OC)C(=O)OC)O.OS(=O)(=O)O. Drug 2: CCN(CC)CCCC(C)NC1=C2C=C(C=CC2=NC3=C1C=CC(=C3)Cl)OC. Cell line: OVCAR-8. Synergy scores: CSS=34.0, Synergy_ZIP=-4.67, Synergy_Bliss=-0.0469, Synergy_Loewe=0.208, Synergy_HSA=-0.353. (3) Drug 1: CC1C(C(CC(O1)OC2CC(CC3=C2C(=C4C(=C3O)C(=O)C5=C(C4=O)C(=CC=C5)OC)O)(C(=O)CO)O)N)O.Cl. Drug 2: CCC1(CC2CC(C3=C(CCN(C2)C1)C4=CC=CC=C4N3)(C5=C(C=C6C(=C5)C78CCN9C7C(C=CC9)(C(C(C8N6C)(C(=O)OC)O)OC(=O)C)CC)OC)C(=O)OC)O.OS(=O)(=O)O. Cell line: SF-295. Synergy scores: CSS=31.9, Synergy_ZIP=1.09, Synergy_Bliss=2.33, Synergy_Loewe=-3.58, Synergy_HSA=-0.476. (4) Drug 1: CS(=O)(=O)CCNCC1=CC=C(O1)C2=CC3=C(C=C2)N=CN=C3NC4=CC(=C(C=C4)OCC5=CC(=CC=C5)F)Cl. Drug 2: CC1C(C(CC(O1)OC2CC(CC3=C2C(=C4C(=C3O)C(=O)C5=C(C4=O)C(=CC=C5)OC)O)(C(=O)CO)O)N)O.Cl. Cell line: EKVX. Synergy scores: CSS=20.1, Synergy_ZIP=-4.35, Synergy_Bliss=0.370, Synergy_Loewe=-0.281, Synergy_HSA=1.41. (5) Drug 1: CCC(=C(C1=CC=CC=C1)C2=CC=C(C=C2)OCCN(C)C)C3=CC=CC=C3.C(C(=O)O)C(CC(=O)O)(C(=O)O)O. Drug 2: C(=O)(N)NO. Cell line: NCI-H522. Synergy scores: CSS=5.49, Synergy_ZIP=-1.43, Synergy_Bliss=1.77, Synergy_Loewe=2.87, Synergy_HSA=2.29.